Dataset: Forward reaction prediction with 1.9M reactions from USPTO patents (1976-2016). Task: Predict the product of the given reaction. (1) Given the reactants N=C=N.[CH:4]1(/[CH:9]=[C:10](\[C:14]2[CH:15]=[N:16][C:17]([S:20][CH3:21])=[CH:18][CH:19]=2)/[C:11]([OH:13])=O)[CH2:8][CH2:7][CH2:6][CH2:5]1.C1C=CC2N(O)N=NC=2C=1.[S:32]1[CH:36]=[CH:35][N:34]=[C:33]1[NH2:37], predict the reaction product. The product is: [CH:4]1(/[CH:9]=[C:10](\[C:14]2[CH:15]=[N:16][C:17]([S:20][CH3:21])=[CH:18][CH:19]=2)/[C:11]([NH:37][C:33]2[S:32][CH:36]=[CH:35][N:34]=2)=[O:13])[CH2:5][CH2:6][CH2:7][CH2:8]1. (2) Given the reactants ClC1C=C(C=CC=1OCC1C=CC=CN=1)NC1C2C(=CC=CC=2F)N=CN=1.Cl[C:29]1[C:38]2[C:33](=[CH:34][CH:35]=[CH:36][C:37]=2[F:39])[N:32]=[CH:31][N:30]=1.[Cl:40][C:41]1[CH:42]=[C:43]([CH:45]=[CH:46][C:47]=1[O:48][CH2:49][C:50]1[CH:55]=[CH:54][CH:53]=[C:52]([F:56])[CH:51]=1)[NH2:44], predict the reaction product. The product is: [Cl:40][C:41]1[CH:42]=[C:43]([CH:45]=[CH:46][C:47]=1[O:48][CH2:49][C:50]1[CH:55]=[CH:54][CH:53]=[C:52]([F:56])[CH:51]=1)[NH:44][C:29]1[C:38]2[C:33](=[CH:34][CH:35]=[CH:36][C:37]=2[F:39])[N:32]=[CH:31][N:30]=1. (3) Given the reactants [Cl:1][C:2]1[CH:7]=[CH:6][C:5]([C:8]2[N:9]([CH2:23][C@H:24]([OH:29])[C:25]([F:28])([F:27])[F:26])[C:10](=[O:22])[N:11]([CH2:13][C:14]3[N:18]=[C:17]([CH:19]([OH:21])[CH3:20])[NH:16][N:15]=3)[N:12]=2)=[CH:4][CH:3]=1.[F:30][C:31]1[CH:32]=[CH:33][C:34]([O:40][CH3:41])=[C:35](B(O)O)[CH:36]=1, predict the reaction product. The product is: [Cl:1][C:2]1[CH:3]=[CH:4][C:5]([C:8]2[N:9]([CH2:23][C@H:24]([OH:29])[C:25]([F:26])([F:28])[F:27])[C:10](=[O:22])[N:11]([CH2:13][C:14]3[N:18]=[C:17]([CH:19]([OH:21])[CH3:20])[N:16]([C:33]4[CH:32]=[C:31]([F:30])[CH:36]=[CH:35][C:34]=4[O:40][CH3:41])[N:15]=3)[N:12]=2)=[CH:6][CH:7]=1. (4) Given the reactants [C:1]1([C:7]2[C:16]([N:17]3[CH2:22][CH2:21][NH:20][CH2:19][CH2:18]3)=[N:15][C:14]3[C:9](=[CH:10][CH:11]=[C:12]([C:23]([O:25][CH3:26])=[O:24])[CH:13]=3)[N:8]=2)[CH:6]=[CH:5][CH:4]=[CH:3][CH:2]=1.CCN(C(C)C)C(C)C.[CH3:36][S:37](Cl)(=[O:39])=[O:38], predict the reaction product. The product is: [CH3:36][S:37]([N:20]1[CH2:19][CH2:18][N:17]([C:16]2[C:7]([C:1]3[CH:2]=[CH:3][CH:4]=[CH:5][CH:6]=3)=[N:8][C:9]3[C:14]([N:15]=2)=[CH:13][C:12]([C:23]([O:25][CH3:26])=[O:24])=[CH:11][CH:10]=3)[CH2:22][CH2:21]1)(=[O:39])=[O:38]. (5) Given the reactants [Br:1][C:2]1[CH:8]=[CH:7][C:5]([NH2:6])=[CH:4][CH:3]=1.Cl[C:10]1[O:11][C:12]2[CH:18]=[CH:17][CH:16]=[CH:15][C:13]=2[N:14]=1, predict the reaction product. The product is: [O:11]1[C:12]2[CH:18]=[CH:17][CH:16]=[CH:15][C:13]=2[N:14]=[C:10]1[NH:6][C:5]1[CH:7]=[CH:8][C:2]([Br:1])=[CH:3][CH:4]=1.